Dataset: TCR-epitope binding with 47,182 pairs between 192 epitopes and 23,139 TCRs. Task: Binary Classification. Given a T-cell receptor sequence (or CDR3 region) and an epitope sequence, predict whether binding occurs between them. (1) The TCR CDR3 sequence is CASSAGEANYGYTF. Result: 0 (the TCR does not bind to the epitope). The epitope is FLYNLLTRV. (2) The epitope is ELAGIGILTV. The TCR CDR3 sequence is CASSKIEQPQHF. Result: 1 (the TCR binds to the epitope). (3) The epitope is YLNTLTLAV. The TCR CDR3 sequence is CASSPGEVGIQYF. Result: 1 (the TCR binds to the epitope).